From a dataset of Forward reaction prediction with 1.9M reactions from USPTO patents (1976-2016). Predict the product of the given reaction. (1) The product is: [CH3:1][O:2][C:3](=[O:12])[CH:4]([Br:20])[C:5]1[CH:10]=[CH:9][CH:8]=[CH:7][C:6]=1[I:11]. Given the reactants [CH3:1][O:2][C:3](=[O:12])[CH2:4][C:5]1[CH:10]=[CH:9][CH:8]=[CH:7][C:6]=1[I:11].C1C(=O)N([Br:20])C(=O)C1.CC(N=NC(C#N)(C)C)(C#N)C, predict the reaction product. (2) Given the reactants [C:1]1(=O)[CH2:6][CH2:5][CH2:4][C:3](=[O:7])[CH2:2]1.[C:9]1([NH:15]N)[CH:14]=[CH:13][CH:12]=[CH:11][CH:10]=1.C(O)(C(F)(F)F)=O, predict the reaction product. The product is: [CH2:6]1[C:1]2[NH:15][C:9]3[C:10](=[CH:11][CH:12]=[CH:13][CH:14]=3)[C:2]=2[C:3](=[O:7])[CH2:4][CH2:5]1.